From a dataset of Reaction yield outcomes from USPTO patents with 853,638 reactions. Predict the reaction yield, written as a fraction of the theoretical maximum amount of product (1.0 means a 100% yield; for example, 0.34 means a 34% yield). (1) The product is [CH2:25]([CH:22]1[CH2:21][CH2:20][N:19]([C:17]([C@@H:12]2[CH2:13][C@@H:14]([OH:16])[CH2:15][NH:11]2)=[O:18])[CH2:24][CH2:23]1)[C:26]1[CH:31]=[CH:30][CH:29]=[CH:28][CH:27]=1. The yield is 1.00. The catalyst is CCO. The reactants are C(OC([N:11]1[CH2:15][C@H:14]([OH:16])[CH2:13][C@H:12]1[C:17]([N:19]1[CH2:24][CH2:23][CH:22]([CH2:25][C:26]2[CH:31]=[CH:30][CH:29]=[CH:28][CH:27]=2)[CH2:21][CH2:20]1)=[O:18])=O)C1C=CC=CC=1. (2) The reactants are [NH:1]1[CH2:6][CH2:5][CH2:4][CH2:3][CH:2]1[C:7]([OH:9])=[O:8].[C:10](O[C:10]([O:12][C:13]([CH3:16])([CH3:15])[CH3:14])=[O:11])([O:12][C:13]([CH3:16])([CH3:15])[CH3:14])=[O:11].C(N(CC)CC)C.C(Cl)(Cl)Cl.CO.CC(O)=O. The product is [C:13]([O:12][C:10]([N:1]1[CH2:6][CH2:5][CH2:4][CH2:3][CH:2]1[C:7]([OH:9])=[O:8])=[O:11])([CH3:16])([CH3:15])[CH3:14]. The yield is 0.730. The catalyst is O.O1CCOCC1. (3) The reactants are [C:1]([CH2:3][N:4]1[CH2:8][CH2:7][N:6]([CH2:9][C:10]#[N:11])[CH:5]1[C:12]1[CH:17]=[CH:16][CH:15]=[CH:14][CH:13]=1)#[N:2].[H-].[H-].[H-].[H-].[Li+].[Al+3].[CH:24](=O)[C:25]1[CH:30]=[CH:29][CH:28]=[CH:27][CH:26]=1.[Al]. The catalyst is C1COCC1.O. The product is [CH:24](=[N:11][CH2:10][CH2:9][N:6]1[CH2:7][CH2:8][N:4]([CH2:3][CH2:1][N:2]=[CH:5][C:12]2[CH:17]=[CH:16][CH:15]=[CH:14][CH:13]=2)[CH:5]1[C:12]1[CH:17]=[CH:16][CH:15]=[CH:14][CH:13]=1)[C:25]1[CH:30]=[CH:29][CH:28]=[CH:27][CH:26]=1. The yield is 0.320. (4) The reactants are C([O:5][C:6](=[O:24])[CH2:7][C@@H:8]([NH:13][S:14]([C:17]1[CH:23]=[CH:22][C:20]([CH3:21])=[CH:19][CH:18]=1)(=[O:16])=[O:15])[CH2:9][N:10]=[N+]=[N-])C(C)C.[ClH:25]. No catalyst specified. The product is [ClH:25].[S:14]([NH:13][C@@H:8]([CH2:9][NH2:10])[CH2:7][C:6]([OH:24])=[O:5])([C:17]1[CH:18]=[CH:19][C:20]([CH3:21])=[CH:22][CH:23]=1)(=[O:15])=[O:16]. The yield is 0.320.